Dataset: Forward reaction prediction with 1.9M reactions from USPTO patents (1976-2016). Task: Predict the product of the given reaction. (1) Given the reactants [C:1]1([C:25]2C=[CH:29][CH:28]=[CH:27][CH:26]=2)[CH:6]=[CH:5][CH:4]=[C:3]([NH:7][C@@H:8]([CH2:12][C:13]2[CH:18]=[C:17]([O:19][CH3:20])[C:16]([O:21][CH3:22])=[C:15]([O:23][CH3:24])[CH:14]=2)[C:9]([OH:11])=[O:10])[CH:2]=1.BrC1C=C(C2C=CC=C[N:39]=2)C=CC=1, predict the reaction product. The product is: [N:39]1[CH:29]=[CH:28][CH:27]=[CH:26][C:25]=1[C:1]1[CH:2]=[C:3]([NH:7][C@@H:8]([CH2:12][C:13]2[CH:18]=[C:17]([O:19][CH3:20])[C:16]([O:21][CH3:22])=[C:15]([O:23][CH3:24])[CH:14]=2)[C:9]([OH:11])=[O:10])[CH:4]=[CH:5][CH:6]=1. (2) Given the reactants Br[C:2]1[CH:7]=[CH:6][C:5]([C:8]2[CH:13]=[CH:12][C:11]([N:14]3[CH:18]=[CH:17][CH:16]=[N:15]3)=[CH:10][CH:9]=2)=[CH:4][CH:3]=1.[B:19]1([B:19]2[O:23][C:22]([CH3:25])([CH3:24])[C:21]([CH3:27])([CH3:26])[O:20]2)[O:23][C:22]([CH3:25])([CH3:24])[C:21]([CH3:27])([CH3:26])[O:20]1.C([O-])(=O)C.[K+], predict the reaction product. The product is: [CH3:26][C:21]1([CH3:27])[C:22]([CH3:25])([CH3:24])[O:23][B:19]([C:2]2[CH:7]=[CH:6][C:5]([C:8]3[CH:13]=[CH:12][C:11]([N:14]4[CH:18]=[CH:17][CH:16]=[N:15]4)=[CH:10][CH:9]=3)=[CH:4][CH:3]=2)[O:20]1. (3) Given the reactants C([C:3]1[O:4][C:5]2[C:12](O)=[C:11](C)[C:10](C=C)=[CH:9][C:6]=2[C:7]=1O)=C.C1N2CN3CN(C2)CN1C3, predict the reaction product. The product is: [O:4]1[C:5]2[CH:12]=[CH:11][CH:10]=[CH:9][C:6]=2[CH:7]=[CH:3]1. (4) Given the reactants [F:1][C:2]1[CH:7]=[C:6]([S:8]([N:11]2[CH2:16][CH2:15][N:14]([CH3:17])[CH2:13][CH2:12]2)(=[O:10])=[O:9])[CH:5]=[CH:4][C:3]=1N.N([O-])=O.[Na+].[BrH:23], predict the reaction product. The product is: [Br:23][C:3]1[CH:4]=[CH:5][C:6]([S:8]([N:11]2[CH2:16][CH2:15][N:14]([CH3:17])[CH2:13][CH2:12]2)(=[O:10])=[O:9])=[CH:7][C:2]=1[F:1]. (5) Given the reactants [C:1]([O:5][C:6]([NH:8][C@H:9]([C:13]1[CH:18]=[CH:17][CH:16]=[CH:15][CH:14]=1)[C:10]([OH:12])=O)=[O:7])([CH3:4])([CH3:3])[CH3:2].CN1CCOCC1.[CH3:26][C:27]1([NH2:33])[CH2:32][CH2:31][O:30][CH2:29][CH2:28]1, predict the reaction product. The product is: [C:1]([O:5][C:6](=[O:7])[NH:8][C@@H:9]([C:10](=[O:12])[NH:33][C:27]1([CH3:26])[CH2:32][CH2:31][O:30][CH2:29][CH2:28]1)[C:13]1[CH:18]=[CH:17][CH:16]=[CH:15][CH:14]=1)([CH3:2])([CH3:3])[CH3:4]. (6) Given the reactants C(=O)([O-])[O-].[K+].[K+].Cl[C:8]1[CH:13]=[CH:12][C:11]([N+:14]([O-:16])=[O:15])=[CH:10][N:9]=1.[CH3:17][CH:18]1[CH2:27][C:26]2[C:25]([OH:28])=[CH:24][CH:23]=[CH:22][C:21]=2[O:20][CH2:19]1, predict the reaction product. The product is: [CH3:17][CH:18]1[CH2:27][C:26]2[C:21](=[CH:22][CH:23]=[CH:24][C:25]=2[O:28][C:8]2[CH:13]=[CH:12][C:11]([N+:14]([O-:16])=[O:15])=[CH:10][N:9]=2)[O:20][CH2:19]1.